This data is from Reaction yield outcomes from USPTO patents with 853,638 reactions. The task is: Predict the reaction yield, written as a fraction of the theoretical maximum amount of product (1.0 means a 100% yield; for example, 0.34 means a 34% yield). The reactants are Cl[C:2]1[N:7]=[C:6]([C:8]([O:10]CC)=[O:9])[C:5]([CH3:13])=[C:4]([C:14]2[N:18]([CH3:19])[N:17]=[CH:16][CH:15]=2)[N:3]=1.CC1(C)C(C)(C)OB([C:28]2[CH:29]=[CH:30][C:31]([NH2:34])=[N:32][CH:33]=2)O1.C(=O)([O-])[O-].[Na+].[Na+]. The catalyst is O1CCOCC1.O.O. The product is [NH2:34][C:31]1[N:32]=[CH:33][C:28]([C:2]2[N:7]=[C:6]([C:8]([OH:10])=[O:9])[C:5]([CH3:13])=[C:4]([C:14]3[N:18]([CH3:19])[N:17]=[CH:16][CH:15]=3)[N:3]=2)=[CH:29][CH:30]=1. The yield is 0.110.